This data is from Forward reaction prediction with 1.9M reactions from USPTO patents (1976-2016). The task is: Predict the product of the given reaction. (1) Given the reactants [Br:1][C:2]1[CH:3]=[N:4][C:5]2[N:6]([N:8]=[C:9]([C:11]([OH:13])=O)[CH:10]=2)[CH:7]=1.[S:14]1[CH:18]=[CH:17][CH:16]=[C:15]1[C:19]1[N:23]2[CH2:24][CH2:25][NH:26][CH2:27][C:22]2=[N:21][N:20]=1, predict the reaction product. The product is: [Br:1][C:2]1[CH:3]=[N:4][C:5]2[N:6]([N:8]=[C:9]([C:11]([N:26]3[CH2:25][CH2:24][N:23]4[C:19]([C:15]5[S:14][CH:18]=[CH:17][CH:16]=5)=[N:20][N:21]=[C:22]4[CH2:27]3)=[O:13])[CH:10]=2)[CH:7]=1. (2) The product is: [CH2:2]([O:4][C:5]([CH2:6][CH2:7][NH:8][C:19](=[C:22]([C:25]#[N:26])[C:23]#[N:24])[NH:12][CH2:10][CH2:11][OH:29])=[O:9])[CH3:3]. Given the reactants Cl.[CH2:2]([O:4][C:5](=[O:9])[CH2:6][CH2:7][NH2:8])[CH3:3].[CH2:10]([N:12](CC)CC)[CH3:11].CS[C:19](=[C:22]([C:25]#[N:26])[C:23]#[N:24])SC.C([OH:29])C, predict the reaction product.